This data is from Peptide-MHC class II binding affinity with 134,281 pairs from IEDB. The task is: Regression. Given a peptide amino acid sequence and an MHC pseudo amino acid sequence, predict their binding affinity value. This is MHC class II binding data. (1) The MHC is DRB1_1302 with pseudo-sequence DRB1_1302. The binding affinity (normalized) is 0.648. The peptide sequence is FETNVSHNVQGATVA. (2) The peptide sequence is EAIIRILQQLLFIHF. The MHC is DRB1_1001 with pseudo-sequence DRB1_1001. The binding affinity (normalized) is 0.587. (3) The peptide sequence is AVQVTFTVQKGSDPKKLVLNIKYTRPGDSL. The binding affinity (normalized) is 0.425. The MHC is DRB1_1201 with pseudo-sequence DRB1_1201. (4) The peptide sequence is VLAALFAGAWCVPKV. The MHC is HLA-DQA10301-DQB10302 with pseudo-sequence HLA-DQA10301-DQB10302. The binding affinity (normalized) is 0.199. (5) The peptide sequence is TLEALDYKECEWPLT. The MHC is DRB1_0701 with pseudo-sequence DRB1_0701. The binding affinity (normalized) is 0.251. (6) The peptide sequence is SLLNNQFGTMPSLTM. The MHC is H-2-IAb with pseudo-sequence H-2-IAb. The binding affinity (normalized) is 0.118. (7) The peptide sequence is NSCAKNYNCKILPNT. The MHC is DRB3_0202 with pseudo-sequence DRB3_0202. The binding affinity (normalized) is 0.398.